The task is: Predict the reaction yield, written as a fraction of the theoretical maximum amount of product (1.0 means a 100% yield; for example, 0.34 means a 34% yield).. This data is from Reaction yield outcomes from USPTO patents with 853,638 reactions. (1) The reactants are C([SiH]([CH2:6][CH3:7])CC)C.[C:8]([C:13]1C=CC=[C:18]2[C:14]=1[CH2:15][C:16](=[O:22])[NH:17]2)(=O)[CH2:9][CH2:10][CH3:11].F[C:24](F)(F)C(O)=O. No catalyst specified. The product is [CH2:9]([C:8]1[CH:13]=[C:14]2[C:18](=[CH:6][CH:7]=1)[NH:17][C:16](=[O:22])[CH2:15]2)[CH2:10][CH2:11][CH3:24]. The yield is 0.910. (2) The reactants are [CH2:1]([NH:3][C@@H:4]1[CH2:8][CH2:7][N:6]([C:9]2[C:14]([C:15]([O:17][CH:18]([CH3:20])[CH3:19])=[O:16])=[C:13]([C:21]3[CH:26]=[CH:25][CH:24]=[CH:23][CH:22]=3)[CH:12]=[CH:11][N:10]=2)[CH2:5]1)[CH3:2].[O:27]1[CH:31]=[CH:30][CH:29]=[C:28]1[CH:32]=O.C(O)(=O)C.C([BH3-])#N.[Na+]. The yield is 0.109. The catalyst is CO.CS(C)=O. The product is [CH2:1]([N:3]([CH2:32][C:28]1[O:27][CH:31]=[CH:30][CH:29]=1)[C@@H:4]1[CH2:8][CH2:7][N:6]([C:9]2[C:14]([C:15]([O:17][CH:18]([CH3:20])[CH3:19])=[O:16])=[C:13]([C:21]3[CH:26]=[CH:25][CH:24]=[CH:23][CH:22]=3)[CH:12]=[CH:11][N:10]=2)[CH2:5]1)[CH3:2]. (3) The reactants are [CH2:1]([C:5]1[O:6][C:7]2[CH:39]=[CH:38][CH:37]=[CH:36][C:8]=2[C:9]=1[CH2:10][C:11]1[CH:16]=[CH:15][C:14]([C:17]2[CH:22]=[CH:21][C:20]([O:23][CH2:24][CH2:25][CH2:26][C:27]3[CH:32]=[CH:31][CH:30]=[CH:29][CH:28]=3)=[C:19]([N+:33]([O-])=O)[CH:18]=2)=[CH:13][CH:12]=1)[CH2:2][CH2:3][CH3:4]. The catalyst is C(O)C.C(O)(=O)C.[Fe]. The product is [CH2:1]([C:5]1[O:6][C:7]2[CH:39]=[CH:38][CH:37]=[CH:36][C:8]=2[C:9]=1[CH2:10][C:11]1[CH:12]=[CH:13][C:14]([C:17]2[CH:22]=[CH:21][C:20]([O:23][CH2:24][CH2:25][CH2:26][C:27]3[CH:32]=[CH:31][CH:30]=[CH:29][CH:28]=3)=[C:19]([NH2:33])[CH:18]=2)=[CH:15][CH:16]=1)[CH2:2][CH2:3][CH3:4]. The yield is 0.290. (4) The reactants are [OH:1][C:2]1[C:11]2[C:6](=[CH:7][CH:8]=[CH:9][CH:10]=2)[C:5]([CH:12]=[O:13])=[C:4]([CH3:14])[CH:3]=1.[H-].[Na+].I[CH2:18][CH2:19][CH3:20]. The catalyst is CN(C)C=O. The product is [CH3:14][C:4]1[CH:3]=[C:2]([O:1][CH2:18][CH2:19][CH3:20])[C:11]2[C:6](=[CH:7][CH:8]=[CH:9][CH:10]=2)[C:5]=1[CH:12]=[O:13]. The yield is 1.00. (5) The reactants are [N+:1]([C:4]1[C:5]([Cl:13])=[C:6]([CH:10]=[CH:11][CH:12]=1)[C:7](O)=[O:8])([O-:3])=[O:2]. The catalyst is C1COCC1. The product is [N+:1]([C:4]1[C:5]([Cl:13])=[C:6]([CH:10]=[CH:11][CH:12]=1)[CH2:7][OH:8])([O-:3])=[O:2]. The yield is 0.610. (6) The reactants are [F:1][C:2]1[CH:3]=[C:4]([C:29]2[C:30]([C:35]#[N:36])=[CH:31][CH:32]=[CH:33][CH:34]=2)[CH:5]=[CH:6][C:7]=1[CH2:8][C:9]1[C:10](=[O:28])[N:11]([C@H:21]2[CH2:26][CH2:25][C@H:24]([OH:27])[CH2:23][CH2:22]2)[C:12]2[N:13]([N:18]=[CH:19][N:20]=2)[C:14]=1[CH2:15][CH2:16][CH3:17].[N+](=[C:39]([CH2:45][CH:46]=[CH2:47])[C:40]([O:42][CH2:43][CH3:44])=[O:41])=[N-]. The product is [C:35]([C:30]1[CH:31]=[CH:32][CH:33]=[CH:34][C:29]=1[C:4]1[CH:5]=[CH:6][C:7]([CH2:8][C:9]2[C:10](=[O:28])[N:11]([C@H:21]3[CH2:26][CH2:25][C@H:24]([O:27][CH:39]([CH2:45][CH:46]=[CH2:47])[C:40]([O:42][CH2:43][CH3:44])=[O:41])[CH2:23][CH2:22]3)[C:12]3[N:13]([N:18]=[CH:19][N:20]=3)[C:14]=2[CH2:15][CH2:16][CH3:17])=[C:2]([F:1])[CH:3]=1)#[N:36]. The catalyst is C1(C)C=CC=CC=1.C([O-])(=O)C.[Rh+2].C([O-])(=O)C. The yield is 0.320. (7) The yield is 0.730. The catalyst is C1COCC1.O. The product is [O:1]1[C:5]2[CH:6]=[CH:7][C:8]([C:10]3([C:13]([NH:15][C:16]4[CH:17]=[C:18]5[C:22](=[CH:23][CH:24]=4)[NH:21][C:20]([CH2:25][OH:26])=[CH:19]5)=[O:14])[CH2:12][CH2:11]3)=[CH:9][C:4]=2[O:3][CH2:2]1. The reactants are [O:1]1[C:5]2[CH:6]=[CH:7][C:8]([C:10]3([C:13]([NH:15][C:16]4[CH:17]=[C:18]5[C:22](=[CH:23][CH:24]=4)[NH:21][C:20]([C:25](OCC)=[O:26])=[CH:19]5)=[O:14])[CH2:12][CH2:11]3)=[CH:9][C:4]=2[O:3][CH2:2]1.[Li+].[BH4-]. (8) The reactants are [O:1]1[CH2:6][CH2:5][CH:4]([CH2:7][OH:8])[CH2:3][CH2:2]1.[C:9]1([CH3:19])[CH:14]=[CH:13][C:12]([S:15](Cl)(=[O:17])=[O:16])=[CH:11][CH:10]=1. The catalyst is C(Cl)Cl.N1C=CC=CC=1.CN(C)C1C=CN=CC=1. The product is [CH3:19][C:9]1[CH:14]=[CH:13][C:12]([S:15]([O:8][CH2:7][CH:4]2[CH2:5][CH2:6][O:1][CH2:2][CH2:3]2)(=[O:17])=[O:16])=[CH:11][CH:10]=1. The yield is 0.780. (9) The reactants are C([O:4][C:5]1[CH:6]=[C:7]([CH:36]=[CH:37][CH:38]=1)[O:8][C:9]1[CH:35]=[CH:34][C:12]([CH2:13][N:14]([CH2:25][C:26]2[CH:33]=[CH:32][C:29]([C:30]#[N:31])=[CH:28][CH:27]=2)[C:15]2[CH:20]=[CH:19][CH:18]=[C:17]([N+:21]([O-:23])=[O:22])[C:16]=2[CH3:24])=[CH:11][CH:10]=1)C=C.C(=O)([O-])[O-].[K+].[K+]. The catalyst is CO.C1C=CC([P]([Pd]([P](C2C=CC=CC=2)(C2C=CC=CC=2)C2C=CC=CC=2)([P](C2C=CC=CC=2)(C2C=CC=CC=2)C2C=CC=CC=2)[P](C2C=CC=CC=2)(C2C=CC=CC=2)C2C=CC=CC=2)(C2C=CC=CC=2)C2C=CC=CC=2)=CC=1. The product is [OH:4][C:5]1[CH:6]=[C:7]([CH:36]=[CH:37][CH:38]=1)[O:8][C:9]1[CH:10]=[CH:11][C:12]([CH2:13][N:14]([CH2:25][C:26]2[CH:33]=[CH:32][C:29]([C:30]#[N:31])=[CH:28][CH:27]=2)[C:15]2[CH:20]=[CH:19][CH:18]=[C:17]([N+:21]([O-:23])=[O:22])[C:16]=2[CH3:24])=[CH:34][CH:35]=1. The yield is 0.900.